From a dataset of NCI-60 drug combinations with 297,098 pairs across 59 cell lines. Regression. Given two drug SMILES strings and cell line genomic features, predict the synergy score measuring deviation from expected non-interaction effect. (1) Drug 1: CCC1=CC2CC(C3=C(CN(C2)C1)C4=CC=CC=C4N3)(C5=C(C=C6C(=C5)C78CCN9C7C(C=CC9)(C(C(C8N6C)(C(=O)OC)O)OC(=O)C)CC)OC)C(=O)OC.C(C(C(=O)O)O)(C(=O)O)O. Drug 2: CN(C)N=NC1=C(NC=N1)C(=O)N. Cell line: NCI-H522. Synergy scores: CSS=48.1, Synergy_ZIP=-4.19, Synergy_Bliss=-7.23, Synergy_Loewe=-47.2, Synergy_HSA=-5.67. (2) Drug 1: CCCS(=O)(=O)NC1=C(C(=C(C=C1)F)C(=O)C2=CNC3=C2C=C(C=N3)C4=CC=C(C=C4)Cl)F. Drug 2: CN(CCCl)CCCl.Cl. Cell line: K-562. Synergy scores: CSS=17.1, Synergy_ZIP=-1.44, Synergy_Bliss=0.601, Synergy_Loewe=-17.3, Synergy_HSA=-2.66.